Predict which catalyst facilitates the given reaction. From a dataset of Catalyst prediction with 721,799 reactions and 888 catalyst types from USPTO. Reactant: S(=O)(=O)(O)O.Cl.[F:7][C:8]1[CH:13]=[CH:12][CH:11]=[CH:10][C:9]=1[NH:14][NH2:15].[C:16](O)(=[O:23])[CH2:17][C:18]([C:20]([OH:22])=[O:21])=O. Product: [F:7][C:8]1[CH:13]=[CH:12][CH:11]=[CH:10][C:9]=1[N:14]1[C:16]([OH:23])=[CH:17][C:18]([C:20]([OH:22])=[O:21])=[N:15]1. The catalyst class is: 6.